Dataset: Full USPTO retrosynthesis dataset with 1.9M reactions from patents (1976-2016). Task: Predict the reactants needed to synthesize the given product. Given the product [CH3:1][O:2][C:3]1[CH:43]=[CH:42][C:6]([CH2:7][NH:8][C:9]2[O:10][C:11]([C:14]3[CH:15]=[C:16]4[C:20](=[CH:21][CH:22]=3)[N:19]([S:23]([C:26]3[CH:32]=[CH:31][C:29]([CH3:30])=[CH:28][CH:27]=3)(=[O:25])=[O:24])[CH:18]=[C:17]4[C:45]3[CH:50]=[CH:49][C:48]([S:51]([CH3:54])(=[O:53])=[O:52])=[CH:47][N:46]=3)=[N:12][N:13]=2)=[CH:5][CH:4]=1, predict the reactants needed to synthesize it. The reactants are: [CH3:1][O:2][C:3]1[CH:43]=[CH:42][C:6]([CH2:7][NH:8][C:9]2[O:10][C:11]([C:14]3[CH:15]=[C:16]4[C:20](=[CH:21][CH:22]=3)[N:19]([S:23]([C:26]3[CH:32]=[CH:31][C:29]([CH3:30])=[CH:28][CH:27]=3)(=[O:25])=[O:24])[CH:18]=[C:17]4B3OC(C)(C)C(C)(C)O3)=[N:12][N:13]=2)=[CH:5][CH:4]=1.Br[C:45]1[CH:50]=[CH:49][C:48]([S:51]([CH3:54])(=[O:53])=[O:52])=[CH:47][N:46]=1.CC(C1C=C(C(C)C)C(C2C=CC=CC=2P(C2CCCCC2)C2CCCCC2)=C(C(C)C)C=1)C.P([O-])([O-])([O-])=O.[K+].[K+].[K+].